This data is from Full USPTO retrosynthesis dataset with 1.9M reactions from patents (1976-2016). The task is: Predict the reactants needed to synthesize the given product. Given the product [CH3:23][S:24]([O:27][C:28]1[CH:33]=[C:32]([C:17]2[CH:16]=[C:15]([C:4]3([C:9]4[CH:14]=[CH:13][CH:12]=[CH:11][CH:10]=4)[C:5](=[O:8])[N:6]([CH3:7])[C:2]([NH2:1])=[N:3]3)[CH:20]=[CH:19][C:18]=2[F:21])[CH:31]=[C:30]([O:43][CH3:44])[CH:29]=1)(=[O:26])=[O:25], predict the reactants needed to synthesize it. The reactants are: [NH2:1][C:2]1[N:6]([CH3:7])[C:5](=[O:8])[C:4]([C:15]2[CH:20]=[CH:19][C:18]([F:21])=[C:17](Br)[CH:16]=2)([C:9]2[CH:14]=[CH:13][CH:12]=[CH:11][CH:10]=2)[N:3]=1.[CH3:23][S:24]([O:27][C:28]1[CH:33]=[C:32](B2OC(C)(C)C(C)(C)O2)[CH:31]=[C:30]([O:43][CH3:44])[CH:29]=1)(=[O:26])=[O:25].C(=O)([O-])[O-].[K+].[K+].